The task is: Predict which catalyst facilitates the given reaction.. This data is from Catalyst prediction with 721,799 reactions and 888 catalyst types from USPTO. (1) Reactant: CS(O[CH2:6][CH2:7][CH2:8][C@@H:9](OS(C)(=O)=O)[CH3:10])(=O)=O.[CH2:16]([NH2:23])[C:17]1[CH:22]=[CH:21][CH:20]=[CH:19][CH:18]=1.[OH-].[Na+]. Product: [CH2:16]([N:23]1[CH2:10][CH2:9][CH2:8][C@H:7]1[CH3:6])[C:17]1[CH:22]=[CH:21][CH:20]=[CH:19][CH:18]=1. The catalyst class is: 13. (2) Reactant: [F:1][C:2]([F:55])([CH2:48][CH2:49][CH2:50][CH2:51][CH2:52][CH2:53][CH3:54])[CH2:3][CH2:4][CH2:5][CH2:6][CH2:7][CH2:8]/[CH:9]=[CH:10]/[C@H:11]([C:25](N1[C@@H](C(C)C)C(C2C=CC=CC=2)(C2C=CC=CC=2)SC1=O)=[O:26])[C@@:12]([OH:24])([CH2:20][CH2:21][O:22][CH3:23])[C:13]([O:15][C:16]([CH3:19])([CH3:18])[CH3:17])=[O:14].[NH2:56][C@@H:57]([CH2:62][C:63]1[CH:68]=[CH:67][C:66]([O:69][CH2:70][CH2:71][CH2:72][CH3:73])=[CH:65][CH:64]=1)[C:58]([O:60][CH3:61])=[O:59]. Product: [CH2:70]([O:69][C:66]1[CH:65]=[CH:64][C:63]([CH2:62][C@H:57]([NH:56][C:25]([C@@H:11](/[CH:10]=[CH:9]/[CH2:8][CH2:7][CH2:6][CH2:5][CH2:4][CH2:3][C:2]([F:1])([F:55])[CH2:48][CH2:49][CH2:50][CH2:51][CH2:52][CH2:53][CH3:54])[C@@:12]([OH:24])([CH2:20][CH2:21][O:22][CH3:23])[C:13]([O:15][C:16]([CH3:19])([CH3:18])[CH3:17])=[O:14])=[O:26])[C:58]([O:60][CH3:61])=[O:59])=[CH:68][CH:67]=1)[CH2:71][CH2:72][CH3:73]. The catalyst class is: 4. (3) Reactant: Br[CH2:2][C:3]1[CH:8]=[CH:7][C:6]([NH:9][C:10](=[O:15])[C:11]([F:14])([F:13])[F:12])=[CH:5][C:4]=1[C:16]([F:19])([F:18])[F:17].[CH2:20]([N:22]1[CH2:27][CH2:26][NH:25][CH2:24][CH2:23]1)[CH3:21].CO.C(Cl)Cl. Product: [CH2:20]([N:22]1[CH2:27][CH2:26][N:25]([CH2:2][C:3]2[CH:8]=[CH:7][C:6]([NH:9][C:10](=[O:15])[C:11]([F:14])([F:13])[F:12])=[CH:5][C:4]=2[C:16]([F:19])([F:18])[F:17])[CH2:24][CH2:23]1)[CH3:21]. The catalyst class is: 10. (4) Reactant: [CH3:1][C:2]1[CH:3]=[C:4]([O:15][C:16]2[CH:21]=[CH:20][N:19]=[C:18]([NH:22][C:23]3[CH:24]=[C:25]([CH:30]=[CH:31][CH:32]=3)[C:26]([O:28]C)=[O:27])[CH:17]=2)[C:5]([C:9]2[CH:14]=[CH:13][CH:12]=[CH:11][N:10]=2)=[N:6][C:7]=1[CH3:8].[OH-].[Na+].Cl. Product: [CH3:1][C:2]1[CH:3]=[C:4]([O:15][C:16]2[CH:21]=[CH:20][N:19]=[C:18]([NH:22][C:23]3[CH:24]=[C:25]([CH:30]=[CH:31][CH:32]=3)[C:26]([OH:28])=[O:27])[CH:17]=2)[C:5]([C:9]2[CH:14]=[CH:13][CH:12]=[CH:11][N:10]=2)=[N:6][C:7]=1[CH3:8]. The catalyst class is: 5. (5) Reactant: [CH2:1]([O:8][C:9]1[CH:10]=[CH:11][C:12]([CH:20]([O:46][Si](C(C)(C)C)(C)C)[CH2:21][NH:22][C:23]([CH3:45])([CH3:44])[CH2:24][C:25]2[CH:30]=[CH:29][CH:28]=[C:27]([O:31][CH2:32][CH2:33][C:34]34[CH2:43][CH:38]5[CH2:39][CH:40]([CH2:42][CH:36]([CH2:37]5)[CH2:35]3)[CH2:41]4)[CH:26]=2)=[C:13]2[C:18]=1[NH:17][C:16](=[O:19])[CH:15]=[CH:14]2)[C:2]1[CH:7]=[CH:6][CH:5]=[CH:4][CH:3]=1.[F-].C([N+](CCCC)(CCCC)CCCC)CCC. Product: [CH2:1]([O:8][C:9]1[CH:10]=[CH:11][C:12]([CH:20]([OH:46])[CH2:21][NH:22][C:23]([CH3:44])([CH3:45])[CH2:24][C:25]2[CH:30]=[CH:29][CH:28]=[C:27]([O:31][CH2:32][CH2:33][C:34]34[CH2:43][CH:38]5[CH2:37][CH:36]([CH2:42][CH:40]([CH2:39]5)[CH2:41]3)[CH2:35]4)[CH:26]=2)=[C:13]2[C:18]=1[NH:17][C:16](=[O:19])[CH:15]=[CH:14]2)[C:2]1[CH:7]=[CH:6][CH:5]=[CH:4][CH:3]=1. The catalyst class is: 7. (6) Reactant: [C:1]([O:5][C:6](=[O:23])[NH:7][C:8]1[CH2:9][O:10][CH2:11][C:12]([C:15]2[CH:20]=[C:19]([NH2:21])[CH:18]=[CH:17][C:16]=2[F:22])([CH3:14])[N:13]=1)([CH3:4])([CH3:3])[CH3:2].CC([O-])=O.[Na+].[O:29]1[CH:33]=[CH:32][CH:31]=[C:30]1[CH:34]=O.[BH4-].[Na+]. Product: [C:1]([O:5][C:6](=[O:23])[NH:7][C:8]1[CH2:9][O:10][CH2:11][C:12]([C:15]2[CH:20]=[C:19]([NH:21][CH2:34][C:30]3[O:29][CH:33]=[CH:32][CH:31]=3)[CH:18]=[CH:17][C:16]=2[F:22])([CH3:14])[N:13]=1)([CH3:2])([CH3:3])[CH3:4]. The catalyst class is: 5. (7) Reactant: Cl[C:2](Cl)(Cl)[CH:3]([OH:5])O.[O-]S([O-])(=O)=O.[Na+].[Na+].[NH2:15][C:16]1[CH:21]=[CH:20][CH:19]=[CH:18][CH:17]=1.Cl.Cl.[NH2:24][OH:25]. Product: [CH:19]1[CH:20]=[CH:21][C:16]([NH:15][C:3](/[CH:2]=[N:24]/[OH:25])=[O:5])=[CH:17][CH:18]=1. The catalyst class is: 6. (8) Product: [F:1][C:2]1[CH:7]=[CH:6][C:5]([CH:8]([C:12]2[CH:17]=[CH:16][C:15]([F:18])=[CH:14][CH:13]=2)[CH2:9][CH2:10][NH:22][CH:19]2[CH2:21][CH2:20]2)=[CH:4][CH:3]=1. Reactant: [F:1][C:2]1[CH:7]=[CH:6][C:5]([CH:8]([C:12]2[CH:17]=[CH:16][C:15]([F:18])=[CH:14][CH:13]=2)[CH2:9][CH:10]=O)=[CH:4][CH:3]=1.[CH:19]1([NH2:22])[CH2:21][CH2:20]1.[BH4-].[Na+]. The catalyst class is: 5.